This data is from Forward reaction prediction with 1.9M reactions from USPTO patents (1976-2016). The task is: Predict the product of the given reaction. Given the reactants [C:1]([CH2:3][C:4]([OH:6])=[O:5])#[N:2].[CH2:7](O)[C:8]1[CH:13]=[CH:12][CH:11]=[CH:10][CH:9]=1.CC1C=CC(S(O)(=O)=O)=CC=1, predict the reaction product. The product is: [CH2:7]([O:5][C:4](=[O:6])[CH2:3][C:1]#[N:2])[C:8]1[CH:13]=[CH:12][CH:11]=[CH:10][CH:9]=1.